From a dataset of Blood-brain barrier permeability classification from the B3DB database. Regression/Classification. Given a drug SMILES string, predict its absorption, distribution, metabolism, or excretion properties. Task type varies by dataset: regression for continuous measurements (e.g., permeability, clearance, half-life) or binary classification for categorical outcomes (e.g., BBB penetration, CYP inhibition). Dataset: b3db_classification. (1) The molecule is COC(=O)C1C2CC3c4[nH]c5cc(OC)ccc5c4CCN3CC2CC(OC(=O)/C=C/c2cc(OC)c(OC)c(OC)c2)C1OC. The result is 0 (does not penetrate BBB). (2) The compound is CC[C@H]1C(C)=NN=C(c2ccc(OC)c(OC)c2)c2cc(OC)c(OC)cc21. The result is 1 (penetrates BBB). (3) The molecule is CO[C@@]12[C@H](COC(N)=O)C3=C(C(=O)C(C)=C(N)C3=O)N1C[C@@H]1N[C@@H]12. The result is 0 (does not penetrate BBB). (4) The result is 0 (does not penetrate BBB). The drug is C[C@](N)(Cc1ccc(O)cc1)C(=O)O. (5) The compound is CCN(CC)CCOC1(c2ccc(Cl)cc2)CCCCC1. The result is 1 (penetrates BBB). (6) The compound is CON=C(C(=O)NC1C(=O)N2C(C(=O)OCOC(=O)C(C)(C)C)=C(C=Cc3scnc3C)CSC12)c1csc(N)n1. The result is 0 (does not penetrate BBB).